This data is from Full USPTO retrosynthesis dataset with 1.9M reactions from patents (1976-2016). The task is: Predict the reactants needed to synthesize the given product. (1) Given the product [CH2:1]([N:8]1[CH2:32][CH2:33][O:34][CH:10]([C:12]2[C:16]([CH3:17])=[C:15]([C:18]3[CH:19]=[CH:20][C:21]([Cl:24])=[CH:22][CH:23]=3)[N:14]([C:25]3[CH:30]=[CH:29][CH:28]=[CH:27][C:26]=3[Cl:31])[N:13]=2)[CH2:9]1)[C:2]1[CH:3]=[CH:4][CH:5]=[CH:6][CH:7]=1, predict the reactants needed to synthesize it. The reactants are: [CH2:1]([N:8]([CH2:32][CH2:33][OH:34])[CH2:9][CH:10]([C:12]1[C:16]([CH3:17])=[C:15]([C:18]2[CH:23]=[CH:22][C:21]([Cl:24])=[CH:20][CH:19]=2)[N:14]([C:25]2[CH:30]=[CH:29][CH:28]=[CH:27][C:26]=2[Cl:31])[N:13]=1)O)[C:2]1[CH:7]=[CH:6][CH:5]=[CH:4][CH:3]=1. (2) The reactants are: [F:1][C:2]1[CH:7]=[CH:6][CH:5]=[CH:4][C:3]=1[CH2:8][CH2:9][NH:10][C:11](=O)[CH3:12].O=P12OP3(OP(OP(O3)(O1)=O)(=O)O2)=O. Given the product [F:1][C:2]1[CH:7]=[CH:6][CH:5]=[C:4]2[C:3]=1[CH2:8][CH2:9][N:10]=[C:11]2[CH3:12], predict the reactants needed to synthesize it. (3) Given the product [NH2:20][C:18]1[N:10]([C:11]([O:13][C:14]([CH3:15])([CH3:16])[CH3:17])=[O:12])[N:9]=[C:3]([C:4]([O:6][CH2:7][CH3:8])=[O:5])[CH:1]=1, predict the reactants needed to synthesize it. The reactants are: [C:1](/[C:3](=[N:9]/[NH:10][C:11]([O:13][C:14]([CH3:17])([CH3:16])[CH3:15])=[O:12])/[C:4]([O:6][CH2:7][CH3:8])=[O:5])#N.[CH2:18]([N:20](CC)CC)C. (4) Given the product [CH2:17]([C:11]1[N:10]=[C:9]2[C:14]([C:15]([OH:16])=[CH:6][CH:7]=[N:8]2)=[CH:13][CH:12]=1)[CH2:18][CH3:19], predict the reactants needed to synthesize it. The reactants are: C(OC([C:6]1[C:15](=[O:16])[C:14]2[C:9](=[N:10][C:11]([CH2:17][CH2:18][CH3:19])=[CH:12][CH:13]=2)[NH:8][CH:7]=1)=O)C.[OH-].[Na+].